This data is from Forward reaction prediction with 1.9M reactions from USPTO patents (1976-2016). The task is: Predict the product of the given reaction. (1) Given the reactants [F:1][C:2]([F:12])([F:11])[C:3]([N:5]1[CH2:10][CH2:9][NH:8][CH2:7][CH2:6]1)=[O:4].CS(O[CH:18]1[CH2:21][N:20]([CH:22]([C:29]2[CH:34]=[CH:33][CH:32]=[CH:31][CH:30]=2)[C:23]2[CH:28]=[CH:27][CH:26]=[CH:25][CH:24]=2)[CH2:19]1)(=O)=O.CCN(C(C)C)C(C)C, predict the reaction product. The product is: [CH:22]([N:20]1[CH2:21][CH:18]([N:8]2[CH2:9][CH2:10][N:5]([C:3](=[O:4])[C:2]([F:1])([F:11])[F:12])[CH2:6][CH2:7]2)[CH2:19]1)([C:29]1[CH:30]=[CH:31][CH:32]=[CH:33][CH:34]=1)[C:23]1[CH:24]=[CH:25][CH:26]=[CH:27][CH:28]=1. (2) Given the reactants [O:1]1[CH2:6][CH2:5][N:4]([CH2:7][C:8]2[CH:13]=[CH:12][N:11]=[C:10]([C:14]#[N:15])[CH:9]=2)[CH2:3][CH2:2]1.CC1C=CC(S(O)(=O)=O)=CC=1, predict the reaction product. The product is: [O:1]1[CH2:6][CH2:5][N:4]([CH2:7][C:8]2[CH:13]=[CH:12][N:11]=[C:10]([CH2:14][NH2:15])[CH:9]=2)[CH2:3][CH2:2]1. (3) Given the reactants [CH3:1][O:2][C:3]([C:5]1[N:6]([S:16]([C:19]2[CH:24]=[CH:23][CH:22]=[CH:21][CH:20]=2)(=[O:18])=[O:17])[C:7]2[C:12]([CH:13]=1)=[CH:11][C:10]([S:14][CH3:15])=[CH:9][CH:8]=2)=O.P(Cl)(Cl)(Cl)=O.O.[NH2:31][NH2:32], predict the reaction product. The product is: [C:19]1([S:16]([N:6]2[C:7]3[C:12](=[CH:11][C:10]([S:14][CH3:15])=[CH:9][CH:8]=3)[CH:13]=[C:5]2[C:3]2[O:2][CH:1]=[N:31][N:32]=2)(=[O:18])=[O:17])[CH:24]=[CH:23][CH:22]=[CH:21][CH:20]=1. (4) The product is: [C:1]([O:5][C:6]([N:8]1[C@H:13]([C:14]2[NH:18][C:17]3[C:19]4[C:24]([CH:25]=[CH:26][C:16]=3[N:15]=2)=[CH:23][C:22]([Br:27])=[CH:21][CH:20]=4)[C@@H:12]2[CH2:28][C@H:9]1[CH2:10][CH2:11]2)=[O:7])([CH3:4])([CH3:2])[CH3:3]. Given the reactants [C:1]([O:5][C:6]([N:8]1[C@H:13]([C:14]2[NH:18][C:17]3[C:19]4[C:24]([CH2:25][CH2:26][C:16]=3[N:15]=2)=[CH:23][C:22]([Br:27])=[CH:21][CH:20]=4)[C@@H:12]2[CH2:28][C@H:9]1[CH2:10][CH2:11]2)=[O:7])([CH3:4])([CH3:3])[CH3:2].C(C1C(=O)C(Cl)=C(Cl)C(=O)C=1C#N)#N, predict the reaction product. (5) Given the reactants [CH3:1][O:2][C:3]1[CH:12]=[CH:11][CH:10]=[C:9]2[C:4]=1[CH2:5][CH2:6][NH:7][C:8]2=[O:13].I[C:15]1[CH:16]=[N:17][CH:18]=[CH:19][C:20]=1[CH3:21].P([O-])([O-])([O-])=O.[K+].[K+].[K+], predict the reaction product. The product is: [CH3:1][O:2][C:3]1[CH:12]=[CH:11][CH:10]=[C:9]2[C:4]=1[CH2:5][CH2:6][N:7]([C:15]1[CH:16]=[N:17][CH:18]=[CH:19][C:20]=1[CH3:21])[C:8]2=[O:13]. (6) Given the reactants [Mg].CCO[Si:5]([O:12][CH2:13][CH3:14])([O:9][CH2:10][CH3:11])[O:6][CH2:7][CH3:8].II.Br[C:18]1[CH:23]=[CH:22][C:21](Br)=[CH:20][CH:19]=1, predict the reaction product. The product is: [CH2:13]([O:12][Si:5]([O:6][CH2:7][CH3:8])([O:9][CH2:10][CH3:11])[C:18]1[CH:23]=[CH:22][C:21]([Si:5]([O:12][CH2:13][CH3:14])([O:9][CH2:10][CH3:11])[O:6][CH2:7][CH3:8])=[CH:20][CH:19]=1)[CH3:14]. (7) Given the reactants Br[CH2:2][CH2:3][CH:4]([S:9]([OH:12])(=[O:11])=[O:10])[C:5]([O:7][CH3:8])=[O:6].[N-:13]=[N+:14]=[N-:15].[Na+], predict the reaction product. The product is: [N:13]([CH2:2][CH2:3][CH:4]([S:9]([OH:12])(=[O:11])=[O:10])[C:5]([O:7][CH3:8])=[O:6])=[N+:14]=[N-:15]. (8) The product is: [NH2:45][CH2:42][C:43]1[N:3]=[N:2][N:1]([CH2:4][C:5]2[CH:6]=[C:7]([CH:39]=[CH:40][CH:41]=2)[C:8]([NH:10][C:11]2[CH:16]=[CH:15][C:14]([N:17]3[CH2:18][CH2:19][CH2:20][CH2:21][CH2:22]3)=[CH:13][C:12]=2[C:23]([NH:25]/[N:26]=[CH:27]/[C:28]2[CH:33]=[CH:32][C:31]([Cl:34])=[C:30]([C:35]([F:38])([F:36])[F:37])[CH:29]=2)=[O:24])=[O:9])[CH:44]=1. Given the reactants [N:1]([CH2:4][C:5]1[CH:6]=[C:7]([CH:39]=[CH:40][CH:41]=1)[C:8]([NH:10][C:11]1[CH:16]=[CH:15][C:14]([N:17]2[CH2:22][CH2:21][CH2:20][CH2:19][CH2:18]2)=[CH:13][C:12]=1[C:23]([NH:25]/[N:26]=[CH:27]/[C:28]1[CH:33]=[CH:32][C:31]([Cl:34])=[C:30]([C:35]([F:38])([F:37])[F:36])[CH:29]=1)=[O:24])=[O:9])=[N+:2]=[N-:3].[CH2:42]([NH2:45])[C:43]#[CH:44], predict the reaction product. (9) Given the reactants [CH2:1]([O:8][C:9]1[C:10]([C:19]([O:21][CH3:22])=[O:20])=[N:11][N:12]2[CH2:17][CH2:16][NH:15][C:14](=[O:18])[C:13]=12)[C:2]1[CH:7]=[CH:6][CH:5]=[CH:4][CH:3]=1.[H-].[Na+].[F:25][C:26]1[CH:33]=[CH:32][C:29]([CH2:30]Br)=[CH:28][CH:27]=1, predict the reaction product. The product is: [CH2:1]([O:8][C:9]1[C:10]([C:19]([O:21][CH3:22])=[O:20])=[N:11][N:12]2[CH2:17][CH2:16][N:15]([CH2:30][C:29]3[CH:32]=[CH:33][C:26]([F:25])=[CH:27][CH:28]=3)[C:14](=[O:18])[C:13]=12)[C:2]1[CH:7]=[CH:6][CH:5]=[CH:4][CH:3]=1.